Dataset: Peptide-MHC class II binding affinity with 134,281 pairs from IEDB. Task: Regression. Given a peptide amino acid sequence and an MHC pseudo amino acid sequence, predict their binding affinity value. This is MHC class II binding data. (1) The peptide sequence is GCGSCFEIKCTKPEA. The MHC is DRB1_0901 with pseudo-sequence DRB1_0901. The binding affinity (normalized) is 0.101. (2) The peptide sequence is AVHVWLRLPAGRVEI. The MHC is HLA-DQA10102-DQB10502 with pseudo-sequence CNYHQGGGARVAHIMYFGGTHYSVGASRVHVAGI. The binding affinity (normalized) is 0.221.